From a dataset of Forward reaction prediction with 1.9M reactions from USPTO patents (1976-2016). Predict the product of the given reaction. (1) Given the reactants [CH2:1]([O:3][C:4](=[O:22])[C:5]1[CH:10]=[CH:9][C:8]([N:11]=[CH:12][C:13]2[CH:18]=[C:17]([O:19][CH3:20])[CH:16]=[C:15]([Br:21])[CH:14]=2)=[CH:7][CH:6]=1)[CH3:2].[CH:23](=[O:27])[CH:24]([CH3:26])[CH3:25].O, predict the reaction product. The product is: [CH2:1]([O:3][C:4]([C:5]1[CH:10]=[C:9]2[C:8](=[CH:7][CH:6]=1)[NH:11][CH:12]([C:13]1[CH:18]=[C:17]([O:19][CH3:20])[CH:16]=[C:15]([Br:21])[CH:14]=1)[C:24]([CH3:26])([CH3:25])[CH:23]2[OH:27])=[O:22])[CH3:2]. (2) Given the reactants C(O[BH-](OC(=O)C)OC(=O)C)(=O)C.[Na+].[NH2:15][C:16]1[C:21]2[C:22]([C:25]3[CH:26]=[C:27]4[C:31](=[CH:32][CH:33]=3)[N:30]([C:34](=[O:42])[CH2:35][C:36]3[CH:41]=[CH:40][CH:39]=[CH:38][CH:37]=3)[CH2:29][CH2:28]4)=[CH:23][S:24][C:20]=2[C:19]([C:43]2[CH:44]=[C:45]([CH:48]=[CH:49][CH:50]=2)[CH:46]=O)=[CH:18][N:17]=1.[CH3:51][NH:52][CH3:53].C1COCC1.C(O)(=O)C, predict the reaction product. The product is: [CH3:51][N:52]([CH2:46][C:45]1[CH:44]=[C:43]([C:19]2[C:20]3[S:24][CH:23]=[C:22]([C:25]4[CH:26]=[C:27]5[C:31](=[CH:32][CH:33]=4)[N:30]([C:34](=[O:42])[CH2:35][C:36]4[CH:37]=[CH:38][CH:39]=[CH:40][CH:41]=4)[CH2:29][CH2:28]5)[C:21]=3[C:16]([NH2:15])=[N:17][CH:18]=2)[CH:50]=[CH:49][CH:48]=1)[CH3:53]. (3) Given the reactants [C:1]([C:4]1[C:5]([OH:32])=[C:6]([C@@H:14]2[CH2:19][CH2:18][N:17]([C:20]3[CH:25]=[CH:24][C:23]([O:26][CH3:27])=[CH:22][CH:21]=3)[CH2:16][C@H:15]2[O:28]C(=O)C)[C:7]([O:12][CH3:13])=[CH:8][C:9]=1[O:10][CH3:11])(=[O:3])[CH3:2].[OH-].[Na+], predict the reaction product. The product is: [OH:32][C:5]1[C:6]([C@@H:14]2[CH2:19][CH2:18][N:17]([C:20]3[CH:21]=[CH:22][C:23]([O:26][CH3:27])=[CH:24][CH:25]=3)[CH2:16][C@H:15]2[OH:28])=[C:7]([O:12][CH3:13])[CH:8]=[C:9]([O:10][CH3:11])[C:4]=1[C:1](=[O:3])[CH3:2]. (4) Given the reactants Cl[C:2]1[S:6][C:5]([C:7](=[O:9])[CH3:8])=[CH:4][C:3]=1[N+:10]([O-:12])=[O:11].[F:13][C:14]1[C:19]([F:20])=[C:18]([Cl:21])[C:17]([F:22])=[C:16]([F:23])[C:15]=1[SH:24], predict the reaction product. The product is: [Cl:21][C:18]1[C:17]([F:22])=[C:16]([F:23])[C:15]([S:24][C:2]2[S:6][C:5]([C:7](=[O:9])[CH3:8])=[CH:4][C:3]=2[N+:10]([O-:12])=[O:11])=[C:14]([F:13])[C:19]=1[F:20]. (5) Given the reactants [CH3:1][O:2][C:3](=[O:14])[CH2:4][C:5]1[CH:10]=[CH:9][C:8]([OH:11])=[C:7]([CH:12]=[O:13])[CH:6]=1.[Br:15]N1C(=O)CCC1=O, predict the reaction product. The product is: [Br:15][C:9]1[CH:10]=[C:5]([CH2:4][C:3]([O:2][CH3:1])=[O:14])[CH:6]=[C:7]([CH:12]=[O:13])[C:8]=1[OH:11]. (6) Given the reactants CC(C)([O-])C.[K+].[CH2:7]([N:14]1[CH2:19][CH2:18][CH:17]([OH:20])[CH2:16][CH2:15]1)[C:8]1[CH:13]=[CH:12][CH:11]=[CH:10][CH:9]=1.F[C:22]1[C:27]([CH3:28])=[CH:26][CH:25]=[CH:24][N:23]=1, predict the reaction product. The product is: [CH2:7]([N:14]1[CH2:19][CH2:18][CH:17]([O:20][C:22]2[C:27]([CH3:28])=[CH:26][CH:25]=[CH:24][N:23]=2)[CH2:16][CH2:15]1)[C:8]1[CH:9]=[CH:10][CH:11]=[CH:12][CH:13]=1.